Dataset: Catalyst prediction with 721,799 reactions and 888 catalyst types from USPTO. Task: Predict which catalyst facilitates the given reaction. (1) Reactant: [CH2:1]([O:8][C:9]1[CH:10]=[C:11]([CH:15]=O)[CH:12]=[N:13][CH:14]=1)[C:2]1[CH:7]=[CH:6][CH:5]=[CH:4][CH:3]=1.[Na+].[C:18]1([S:24]([O-:26])=[O:25])[CH:23]=[CH:22][CH:21]=[CH:20][CH:19]=1.[C:27](=[O:34])([O:29][C:30]([CH3:33])([CH3:32])[CH3:31])[NH2:28].C(O)=O. Product: [CH2:1]([O:8][C:9]1[CH:10]=[C:11]([CH:15]([NH:28][C:27](=[O:34])[O:29][C:30]([CH3:33])([CH3:32])[CH3:31])[S:24]([C:18]2[CH:23]=[CH:22][CH:21]=[CH:20][CH:19]=2)(=[O:26])=[O:25])[CH:12]=[N:13][CH:14]=1)[C:2]1[CH:3]=[CH:4][CH:5]=[CH:6][CH:7]=1. The catalyst class is: 20. (2) Reactant: [I-].[CH3:2][S+](C)(C)=O.[H-].[Na+].[O:9]=[C:10]1[CH2:15][CH2:14][CH2:13][N:12]([C:16]([O:18][CH2:19][C:20]2[CH:25]=[CH:24][CH:23]=[CH:22][CH:21]=2)=[O:17])[CH2:11]1.O. The catalyst class is: 16. Product: [O:9]1[C:10]2([CH2:15][CH2:14][CH2:13][N:12]([C:16]([O:18][CH2:19][C:20]3[CH:25]=[CH:24][CH:23]=[CH:22][CH:21]=3)=[O:17])[CH2:11]2)[CH2:2]1. (3) Reactant: [CH3:1][O:2][C:3]1[CH:8]=[CH:7][C:6]([NH:9][C:10]#[N:11])=[CH:5][CH:4]=1.[NH2:12][C:13]1[CH:18]=[CH:17][CH:16]=[CH:15][C:14]=1[NH:19][C:20]([C:22]1[S:23][C:24]2[CH2:25][NH:26][CH2:27][CH2:28][C:29]=2[N:30]=1)=[O:21]. Product: [NH2:12][C:13]1[CH:18]=[CH:17][CH:16]=[CH:15][C:14]=1[NH:19][C:20]([C:22]1[S:23][C:24]2[CH2:25][N:26]([C:10](=[NH:11])[NH:9][C:6]3[CH:5]=[CH:4][C:3]([O:2][CH3:1])=[CH:8][CH:7]=3)[CH2:27][CH2:28][C:29]=2[N:30]=1)=[O:21]. The catalyst class is: 159.